Task: Predict the product of the given reaction.. Dataset: Forward reaction prediction with 1.9M reactions from USPTO patents (1976-2016) (1) Given the reactants [F:1][C:2]1[C:7]([F:8])=[CH:6][CH:5]=[CH:4][C:3]=1[C:9]1[N:17]=[C:12]2[CH:13]=[N:14][NH:15][CH:16]=[C:11]2[N:10]=1.Cl[CH2:19][C:20]1[CH:25]=[CH:24][C:23]([C:26]2[C:27]([C:32]#[N:33])=[CH:28][CH:29]=[CH:30][CH:31]=2)=[CH:22][CH:21]=1, predict the reaction product. The product is: [F:1][C:2]1[C:7]([F:8])=[CH:6][CH:5]=[CH:4][C:3]=1[C:9]1[N:17]=[C:12]2[CH:13]=[N:14][N:15]([CH2:19][C:20]3[CH:21]=[CH:22][C:23]([C:26]4[C:27]([C:32]#[N:33])=[CH:28][CH:29]=[CH:30][CH:31]=4)=[CH:24][CH:25]=3)[CH:16]=[C:11]2[N:10]=1. (2) Given the reactants [C:1]([OH:7])([C:3]([F:6])([F:5])[F:4])=[O:2].C(OC([N:15]1[C@H:20]([C:21]2[NH:25][C:24]3[CH:26]=[C:27]([C:30]4[CH:39]=[N:38][C:37]5[C:32](=[CH:33][CH:34]=[C:35]([C:40]6[CH:61]=[CH:60][C:43]7[NH:44][C:45]([C@@H:47]8[CH2:52][C@@H:51]9[C@@H:49]([CH2:50]9)[N:48]8C(OC(C)(C)C)=O)=[N:46][C:42]=7[CH:41]=6)[CH:36]=5)[N:31]=4)[CH:28]=[CH:29][C:23]=3[N:22]=2)[CH2:19][C@@H:18]2[C@H:16]1[CH2:17]2)=O)(C)(C)C, predict the reaction product. The product is: [C:1]([OH:7])([C:3]([F:6])([F:5])[F:4])=[O:2].[C@@H:16]12[CH2:17][C@@H:18]1[CH2:19][C@@H:20]([C:21]1[NH:25][C:24]3[CH:26]=[C:27]([C:30]4[CH:39]=[N:38][C:37]5[C:32](=[CH:33][CH:34]=[C:35]([C:40]6[CH:61]=[CH:60][C:43]7[N:44]=[C:45]([C@@H:47]8[CH2:52][C@@H:51]9[C@@H:49]([CH2:50]9)[NH:48]8)[NH:46][C:42]=7[CH:41]=6)[CH:36]=5)[N:31]=4)[CH:28]=[CH:29][C:23]=3[N:22]=1)[NH:15]2. (3) The product is: [Cl:24][C:21]1[CH:20]=[CH:19][C:18]([C:12]2[C:11]3[CH2:10][CH2:9][NH:8][CH2:17][CH2:16][C:15]=3[N:14]([CH2:31][C:30]3[CH:33]=[CH:34][C:27]([O:26][CH3:25])=[CH:28][CH:29]=3)[N:13]=2)=[CH:23][CH:22]=1. Given the reactants C(OC([N:8]1[CH2:17][CH2:16][C:15]2[NH:14][N:13]=[C:12]([C:18]3[CH:23]=[CH:22][C:21]([Cl:24])=[CH:20][CH:19]=3)[C:11]=2[CH2:10][CH2:9]1)=O)(C)(C)C.[CH3:25][O:26][C:27]1[CH:34]=[CH:33][C:30]([CH2:31]Cl)=[CH:29][CH:28]=1, predict the reaction product. (4) Given the reactants [N:1]1[CH:6]=[CH:5][CH:4]=[CH:3][C:2]=1[C:7]1[O:11][CH:10]=[N:9][CH:8]=1.[C:12]1([CH:18]([O:27][Si:28]([CH:35]([CH3:37])[CH3:36])([CH:32]([CH3:34])[CH3:33])[CH:29]([CH3:31])[CH3:30])[CH2:19][CH2:20][CH2:21][CH2:22][CH2:23][C:24](O)=[O:25])[CH:17]=[CH:16][CH:15]=[CH:14][CH:13]=1, predict the reaction product. The product is: [C:12]1([CH:18]([O:27][Si:28]([CH:32]([CH3:34])[CH3:33])([CH:29]([CH3:31])[CH3:30])[CH:35]([CH3:36])[CH3:37])[CH2:19][CH2:20][CH2:21][CH2:22][CH2:23][C:24]([C:10]2[O:11][C:7]([C:2]3[CH:3]=[CH:4][CH:5]=[CH:6][N:1]=3)=[CH:8][N:9]=2)=[O:25])[CH:17]=[CH:16][CH:15]=[CH:14][CH:13]=1. (5) Given the reactants [NH2:1][CH:2]1[CH2:7][CH2:6][N:5]([CH2:8][C@H:9]([OH:22])[C:10]2[C:19]3[C:14](=[CH:15][CH:16]=[C:17]([O:20][CH3:21])[CH:18]=3)[N:13]=[CH:12][CH:11]=2)[C:4](=[O:23])[CH2:3]1.[O:24]=[C:25]1[NH:30][C:29]2[CH:31]=[C:32]([CH:35]=O)[CH:33]=[CH:34][C:28]=2[S:27][CH2:26]1.[O-]S([O-])(=O)=O.[Na+].[Na+].[BH4-].[Na+], predict the reaction product. The product is: [OH:22][C@H:9]([C:10]1[C:19]2[C:14](=[CH:15][CH:16]=[C:17]([O:20][CH3:21])[CH:18]=2)[N:13]=[CH:12][CH:11]=1)[CH2:8][N:5]1[CH2:6][CH2:7][CH:2]([NH:1][CH2:35][C:32]2[CH:33]=[CH:34][C:28]3[S:27][CH2:26][C:25](=[O:24])[NH:30][C:29]=3[CH:31]=2)[CH2:3][C:4]1=[O:23]. (6) Given the reactants Br[C:2]1[CH:3]=[CH:4][C:5]([C:8]([F:26])([F:25])[C:9]([C:17]2[CH:22]=[CH:21][C:20]([F:23])=[CH:19][C:18]=2[F:24])([OH:16])[CH2:10][N:11]2[CH:15]=[N:14][N:13]=[N:12]2)=[N:6][CH:7]=1.BrC(F)([F:34])C(OCC)=O.BrC1C=CC(F)=CN=1, predict the reaction product. The product is: [F:24][C:18]1[CH:19]=[C:20]([F:23])[CH:21]=[CH:22][C:17]=1[C:9]([OH:16])([CH2:10][N:11]1[CH:15]=[N:14][N:13]=[N:12]1)[C:8]([F:26])([F:25])[C:5]1[CH:4]=[CH:3][C:2]([F:34])=[CH:7][N:6]=1. (7) Given the reactants CS(O[CH2:6][CH:7]([N:9]([C:16]([O:18][C:19]([CH3:22])([CH3:21])[CH3:20])=[O:17])[CH2:10][C:11]1[NH:15][N:14]=[CH:13][CH:12]=1)[CH3:8])(=O)=O.[H-].[Na+].O, predict the reaction product. The product is: [CH3:6][CH:7]1[CH2:8][N:15]2[N:14]=[CH:13][CH:12]=[C:11]2[CH2:10][N:9]1[C:16]([O:18][C:19]([CH3:22])([CH3:21])[CH3:20])=[O:17]. (8) The product is: [Cl:19][C:20]1[CH:21]=[C:22]([CH:25]=[CH:26][CH:27]=1)[CH2:23][N:9]1[CH:10]=[C:11]2[C:15](=[O:16])[CH2:14][CH2:13][C:12]2=[C:8]1[C:3]1[CH:4]=[CH:5][CH:6]=[CH:7][C:2]=1[F:1]. Given the reactants [F:1][C:2]1[CH:7]=[CH:6][CH:5]=[CH:4][C:3]=1[C:8]1[NH:9][CH:10]=[C:11]2[C:15](=[O:16])[CH2:14][CH2:13][C:12]=12.[H-].[Na+].[Cl:19][C:20]1[CH:21]=[C:22]([CH:25]=[CH:26][CH:27]=1)[CH2:23]Br.O, predict the reaction product.